This data is from Forward reaction prediction with 1.9M reactions from USPTO patents (1976-2016). The task is: Predict the product of the given reaction. Given the reactants C(OC([N:8]1[CH2:13][CH2:12][CH:11]([CH2:14][CH2:15][CH2:16][NH2:17])[CH2:10][CH2:9]1)=O)(C)(C)C.[CH3:18][NH:19][C:20]([C:22]1[CH:23]=[CH:24][C:25]2[CH:29]=[C:28]([C:30]3[C:35]([Cl:36])=[CH:34][N:33]=[C:32](Cl)[N:31]=3)[S:27][C:26]=2[CH:38]=1)=[O:21].C(N(C(C)C)CC)(C)C.C([SiH](CC)CC)C.C(O)(C(F)(F)F)=O, predict the reaction product. The product is: [CH3:18][NH:19][C:20]([C:22]1[CH:23]=[CH:24][C:25]2[CH:29]=[C:28]([C:30]3[C:35]([Cl:36])=[CH:34][N:33]=[C:32]([NH:17][CH2:16][CH2:15][CH2:14][CH:11]4[CH2:10][CH2:9][NH:8][CH2:13][CH2:12]4)[N:31]=3)[S:27][C:26]=2[CH:38]=1)=[O:21].